From a dataset of Peptide-MHC class I binding affinity with 185,985 pairs from IEDB/IMGT. Regression. Given a peptide amino acid sequence and an MHC pseudo amino acid sequence, predict their binding affinity value. This is MHC class I binding data. (1) The peptide sequence is LLKDLMPFV. The MHC is HLA-A02:50 with pseudo-sequence HLA-A02:50. The binding affinity (normalized) is 1.00. (2) The peptide sequence is AQIGVIGVF. The MHC is HLA-B40:01 with pseudo-sequence HLA-B40:01. The binding affinity (normalized) is 0.333.